The task is: Regression. Given two drug SMILES strings and cell line genomic features, predict the synergy score measuring deviation from expected non-interaction effect.. This data is from NCI-60 drug combinations with 297,098 pairs across 59 cell lines. (1) Drug 1: CC1=CC2C(CCC3(C2CCC3(C(=O)C)OC(=O)C)C)C4(C1=CC(=O)CC4)C. Drug 2: CNC(=O)C1=NC=CC(=C1)OC2=CC=C(C=C2)NC(=O)NC3=CC(=C(C=C3)Cl)C(F)(F)F. Cell line: LOX IMVI. Synergy scores: CSS=10.5, Synergy_ZIP=2.39, Synergy_Bliss=1.92, Synergy_Loewe=-23.2, Synergy_HSA=2.86. (2) Drug 1: CN1CCC(CC1)COC2=C(C=C3C(=C2)N=CN=C3NC4=C(C=C(C=C4)Br)F)OC. Drug 2: C1CCC(C1)C(CC#N)N2C=C(C=N2)C3=C4C=CNC4=NC=N3. Cell line: OVCAR-4. Synergy scores: CSS=10.8, Synergy_ZIP=-2.53, Synergy_Bliss=2.03, Synergy_Loewe=-1.65, Synergy_HSA=1.91. (3) Drug 1: C1=CC(=C2C(=C1NCCNCCO)C(=O)C3=C(C=CC(=C3C2=O)O)O)NCCNCCO. Drug 2: C(CN)CNCCSP(=O)(O)O. Cell line: SW-620. Synergy scores: CSS=47.3, Synergy_ZIP=1.65, Synergy_Bliss=2.79, Synergy_Loewe=-65.8, Synergy_HSA=3.74. (4) Drug 1: CC(CN1CC(=O)NC(=O)C1)N2CC(=O)NC(=O)C2. Drug 2: CCCS(=O)(=O)NC1=C(C(=C(C=C1)F)C(=O)C2=CNC3=C2C=C(C=N3)C4=CC=C(C=C4)Cl)F. Cell line: COLO 205. Synergy scores: CSS=59.7, Synergy_ZIP=-5.10, Synergy_Bliss=-3.99, Synergy_Loewe=-4.87, Synergy_HSA=-0.596. (5) Drug 1: C1=CC(=CC=C1CCC2=CNC3=C2C(=O)NC(=N3)N)C(=O)NC(CCC(=O)O)C(=O)O. Drug 2: C1CN(P(=O)(OC1)NCCCl)CCCl. Cell line: SNB-75. Synergy scores: CSS=21.4, Synergy_ZIP=0.211, Synergy_Bliss=-0.202, Synergy_Loewe=-9.94, Synergy_HSA=0.494. (6) Drug 1: CC12CCC(CC1=CCC3C2CCC4(C3CC=C4C5=CN=CC=C5)C)O. Drug 2: C1C(C(OC1N2C=NC3=C(N=C(N=C32)Cl)N)CO)O. Cell line: SF-268. Synergy scores: CSS=2.70, Synergy_ZIP=1.04, Synergy_Bliss=4.39, Synergy_Loewe=-0.947, Synergy_HSA=0.546.